Dataset: Experimentally validated miRNA-target interactions with 360,000+ pairs, plus equal number of negative samples. Task: Binary Classification. Given a miRNA mature sequence and a target amino acid sequence, predict their likelihood of interaction. (1) The miRNA is rno-miR-20a-5p with sequence UAAAGUGCUUAUAGUGCAGGUAG. The protein sequence of the target gene is MQEIIASVDHIKFDLEIAVEQQLGAQPLPFPGMDKSGAAVCEFFLKAACGKGGMCPFRHISGEKTVVCKHWLRGLCKKGDQCEFLHEYDMTKMPECYFYSKFGECSNKECPFLHIDPESKIKDCPWYDRGFCKHGPLCRHRHTRRVICVNYLVGFCPEGPSCKFMHPRFELPMGTTEQPPLPQQTQPPAKQSNNPPLQRSSSLIQLTSQNSSPNQQRTPQVIGVMQSQNSSAGNRGPRPLEQVTCYKCGEKGHYANRCTKGHLAFLSGQ. Result: 0 (no interaction). (2) The miRNA is hsa-miR-1257 with sequence AGUGAAUGAUGGGUUCUGACC. The protein sequence of the target gene is MAAPVLLRVSVPRWERVARYAVCAAGILLSIYAYHVEREKERDPEHRALCDLGPWVKCSAALASRWGRGFGLLGSIFGKDGVLNQPNSVFGLIFYILQLLLGMTASAVAALILMTSSIMSVVGSLYLAYILYFVLKEFCIICIVTYVLNFLLLIINYKRLVYLNEAWKRQLQPKQD. Result: 1 (interaction). (3) The miRNA is hsa-miR-26b-5p with sequence UUCAAGUAAUUCAGGAUAGGU. The protein sequence of the target gene is MLRVVEGIFIFVVVSESVFGVLGNGFIGLVNCIDCAKNKLSTIGFILTGLAISRIFLIWIIITDGFIQIFSPNIYASGNLIEYISYFWVIGNQSSMWFATSLSIFYFLKIANFSNYIFLWLKSRTNMVLPFMIVFLLISSLLNFAYIAKILNDYKTKNDTVWDLNMYKSEYFIKQILLNLGVIFFFTLSLITCIFLIISLWRHNRQMQSNVTGLRDSNTEAHVKAMKVLISFIILFILYFIGMAIEISCFTVRENKLLLMFGMTTTAIYPWGHSFILILGNSKLKQASLRVLQQLKCCEK.... Result: 1 (interaction). (4) The miRNA is hsa-miR-6754-3p with sequence UCUUCACCUGCCUCUGCCUGCA. The protein sequence of the target gene is MPAPVGRRSPPSPRSSMAAVALRDSAQGMTFEDVAIYFSQEEWELLDESQRFLYCDVMLENFAHVTSLGYCHGMENEAIASEQSVSIQVRTSKGNTPTQKTHLSEIKMCVPVLKDILPAAEHQTTSPVQKSYLGSTSMRGFCFSADLHQHQKHYNEEEPWKRKVDEATFVTGCRFHVLNYFTCGEAFPAPTDLLQHEATPSGEEPHSSSSKHIQAFFNAKSYYKWGEYRKASSHKHTLVQHQSVCSEGGLYECSKCEKAFTCKNTLVQHQQIHTGQKMFECSECEESFSKKCHLILHKII.... Result: 1 (interaction). (5) The miRNA is bta-miR-223 with sequence UGUCAGUUUGUCAAAUACCCCA. The protein sequence of the target gene is MGPPPGAGVSCRGGCGFSRLLAWCFLLALSPQAPGSRGAEAVWTAYLNVSWRVPHTGVNRTVWELSEEGVYGQDSPLEPVAGVLVPPDGPGALNACNPHTNFTVPTVWGSTVQVSWLALIQRGGGCTFADKIHLAYERGASGAVIFNFPGTRNEVIPMSHPGAVDIVAIMIGNLKGTKILQSIQRGIQVTMVIEVGKKHGPWVNHYSIFFVSVSFFIITAATVGYFIFYSARRLRNARAQSRKQRQLKADAKKAIGRLQLRTLKQGDKEIGPDGDSCAVCIELYKPNDLVRILTCNHIFH.... Result: 0 (no interaction). (6) The miRNA is hsa-miR-6129 with sequence UGAGGGAGUUGGGUGUAUA. The protein sequence of the target gene is MAEGGRAEPEEQERGSSRPRPPSARDLQLALAELYEDEMKCKSSKPDRSTPATCRSPRTPPHRLYSGDHKYDGLHIVQPPTGKIVNELFKEAREHGAVPLNEATRSSREDKTKSFTGGGYRLGNSFYKRSEYIYGENQLQDVQVLLKLWRNGFSLDDGELRPYSDPTNAQFLESVKRGETPLELQRLVHGAQVNLDMEDHQDQEYIKPRLRFKAFSGEGQKLGSLTPEIVSTPSSPEEEDKSILNAAVLIDDSMPTTKIQIRLADGSRLVQRFNSTHRILDVRDFIVRSRPEFATTDFIL.... Result: 0 (no interaction). (7) The miRNA is cel-miR-62 with sequence UGAUAUGUAAUCUAGCUUACAG. The protein sequence of the target gene is MKTLETQPLAPDCCPSDQDPAPAHPSPHASPMNKNADSELMPPPPERGDPPRLSPDPVAGSAVSQELREGDPVSLSTPLETEFGSPSELSPRIEEQELSENTSLPAEEANGSLSEEEANGPELGSGKAMEDTSGEPAAEDEGDTAWNYSFSQLPRFLSGSWSEFSTQPENFLKGCKWAPDGSCILTNSADNILRIYNLPPELYHEGEQVEYAEMVPVLRMVEGDTIYDYCWYSLMSSAQPDTSYVASSSRENPIHIWDAFTGELRASFRAYNHLDELTAAHSLCFSPDGSQLFCGFNRTV.... Result: 0 (no interaction). (8) The miRNA is hsa-miR-4708-3p with sequence AGCAAGGCGGCAUCUCUCUGAU. The protein sequence of the target gene is MAAATGDPGLSKLQFAPFSSALDVGFWHELTQKKLNEYRLDEAPKDIKGYYYNGDSAGLPARLTLEFSAFDMSAPTPARCCPAIGTLYNTNTLESFKTADKKLLLEQAANEIWESIKSGTALENPVLLNKFLLLTFADLKKYHFYYWFCYPALCLPESLPLIQGPVGLDQRFSLKQIEALECAYDNLCQTEGVTALPYFLIKYDENMVLVSLLKHYSDFFQGQRTKITIGVYDPCNLAQYPGWPLRNFLVLAAHRWSSSFQSVEVVCFRDRTMQGARDVAHSIIFEVKLPEMAFSPDCPK.... Result: 1 (interaction). (9) The miRNA is hsa-miR-6766-5p with sequence CGGGUGGGAGCAGAUCUUAUUGAG. The protein sequence of the target gene is MLRTALRGAPRLLSRVQPRAPCLRRLWGRGARPEVAGRRRAWAWGWRRSSSEQGPGPAAALGRVEAAHYQLVYTCKVCGTRSSKRISKLAYHQGVVIVTCPGCQNHHIIADNLGWFSDLNGKRNIEEILTARGEQVHRVAGEGALELVLEAAGAPTSTAAPEAGEDEGPPSPGKTEPS. Result: 1 (interaction).